From a dataset of Reaction yield outcomes from USPTO patents with 853,638 reactions. Predict the reaction yield, written as a fraction of the theoretical maximum amount of product (1.0 means a 100% yield; for example, 0.34 means a 34% yield). (1) The reactants are [Cl-].[CH2:2]1[N+:5]2([CH2:9][CH2:8][CH2:7][CH2:6]2)[CH2:4][CH2:3]1.[F:10][P-:11]([F:16])([F:15])([F:14])([F:13])[F:12].[Na+]. The catalyst is O. The product is [F:10][P-:11]([F:16])([F:15])([F:14])([F:13])[F:12].[CH2:4]1[N+:5]2([CH2:9][CH2:8][CH2:7][CH2:6]2)[CH2:2][CH2:3]1. The yield is 0.703. (2) The reactants are C([O:4][CH2:5][CH:6]=[CH:7][CH2:8][O:9][C:10](=[O:12])[CH3:11])(=O)C.[C:13]1(C)C=CC=CC=1. No catalyst specified. The product is [CH:5]([C:6]([CH2:7][CH2:8][O:9][C:10](=[O:12])[CH3:11])=[CH2:13])=[O:4]. The yield is 0.999. (3) The reactants are [CH2:1]([O:8][C:9]1[CH:14]=[CH:13][C:12]([CH2:15][C:16](Cl)=[N:17][OH:18])=[CH:11][CH:10]=1)[C:2]1[CH:7]=[CH:6][CH:5]=[CH:4][CH:3]=1.O1CCCC1.[C:25]([C:27]1[C:28]([NH2:36])=[N:29][C:30]([CH2:33][O:34][CH3:35])=[CH:31][CH:32]=1)#[CH:26].C(N(CC)CC)C. The catalyst is O. The product is [CH2:1]([O:8][C:9]1[CH:14]=[CH:13][C:12]([CH2:15][C:16]2[CH:26]=[C:25]([C:27]3[C:28]([NH2:36])=[N:29][C:30]([CH2:33][O:34][CH3:35])=[CH:31][CH:32]=3)[O:18][N:17]=2)=[CH:11][CH:10]=1)[C:2]1[CH:7]=[CH:6][CH:5]=[CH:4][CH:3]=1. The yield is 0.410. (4) The reactants are [CH2:1]([NH:5][CH:6]1[CH2:9][N:8]([C:10]2[S:11][C:12]([C:16]([O:18][CH2:19][CH3:20])=[O:17])=[C:13]([CH3:15])[N:14]=2)[CH2:7]1)[CH2:2][CH2:3][CH3:4].[Cl:21][C:22]1[N:23]=[C:24]([C:29](O)=[O:30])[NH:25][C:26]=1[CH2:27][CH3:28].CCN=C=NCCCN(C)C.Cl.ON1C2C=CC=CC=2N=N1.CN1CCOCC1. No catalyst specified. The product is [CH2:1]([N:5]([C:29]([C:24]1[NH:25][C:26]([CH2:27][CH3:28])=[C:22]([Cl:21])[N:23]=1)=[O:30])[CH:6]1[CH2:9][N:8]([C:10]2[S:11][C:12]([C:16]([O:18][CH2:19][CH3:20])=[O:17])=[C:13]([CH3:15])[N:14]=2)[CH2:7]1)[CH2:2][CH2:3][CH3:4]. The yield is 0.790. (5) The reactants are CN(CCN(C)C)C.[CH3:9][O:10][C:11]1[CH:19]=[CH:18][C:14]([CH2:15][Mg]Cl)=[CH:13][CH:12]=1.C[Si](Cl)(C)C.[O:25]1[CH:29]=[CH:28][CH:27]=[C:26]1[CH:30]=[CH:31][C:32]([O:34][CH3:35])=[O:33]. The catalyst is C1COCC1.[Cu]I. The product is [O:25]1[CH:29]=[CH:28][CH:27]=[C:26]1[CH:30]([CH2:15][C:14]1[CH:18]=[CH:19][C:11]([O:10][CH3:9])=[CH:12][CH:13]=1)[CH2:31][C:32]([O:34][CH3:35])=[O:33]. The yield is 0.930.